From a dataset of Full USPTO retrosynthesis dataset with 1.9M reactions from patents (1976-2016). Predict the reactants needed to synthesize the given product. (1) Given the product [O:16]=[C:11]1[CH2:12][C@H:13]2[N:8]([C:25]([O:27][C:28]([CH3:29])([CH3:30])[CH3:31])=[O:26])[C@H:9]([CH2:15][CH2:14]2)[CH2:10]1, predict the reactants needed to synthesize it. The reactants are: C([N:8]1[C@H:13]2[CH2:14][CH2:15][C@@H:9]1[CH2:10][C:11](=[O:16])[CH2:12]2)C1C=CC=CC=1.[CH3:29][C:28]([O:27][C:25](O[C:25]([O:27][C:28]([CH3:31])([CH3:30])[CH3:29])=[O:26])=[O:26])([CH3:31])[CH3:30]. (2) Given the product [F:1][C:2]1[CH:10]=[CH:9][C:8]2[C:4](=[CH:5][N:6]([CH3:11])[N:7]=2)[C:3]=1[CH2:12][OH:13], predict the reactants needed to synthesize it. The reactants are: [F:1][C:2]1[CH:10]=[CH:9][C:8]2[C:4](=[CH:5][N:6]([CH3:11])[N:7]=2)[C:3]=1[C:12](OC)=[O:13].[H-].C([Al+]CC(C)C)C(C)C.O. (3) Given the product [Cl:1][C:2]1[N:7]=[C:6]([NH:8][C@H:9]2[CH2:10][CH2:11][C@H:12]([NH:15][C:26](=[O:27])[CH2:25][NH:24][C:22](=[O:23])[O:21][C:17]([CH3:18])([CH3:19])[CH3:20])[CH2:13][CH2:14]2)[CH:5]=[C:4]([I:16])[CH:3]=1, predict the reactants needed to synthesize it. The reactants are: [Cl:1][C:2]1[N:7]=[C:6]([NH:8][C@H:9]2[CH2:14][CH2:13][C@H:12]([NH2:15])[CH2:11][CH2:10]2)[CH:5]=[C:4]([I:16])[CH:3]=1.[C:17]([O:21][C:22]([NH:24][CH2:25][C:26](O)=[O:27])=[O:23])([CH3:20])([CH3:19])[CH3:18].C1C=CC2N(O)N=NC=2C=1.C(Cl)CCl.C(N(CC)CC)C. (4) Given the product [Cl:38][C:8]1[N:7]=[C:6]([CH2:5][OH:4])[C:11]2[C:12]([O:34][CH2:35][CH2:36][OH:37])=[N:13][N:14]([C:15]([C:16]3[CH:17]=[CH:18][CH:19]=[CH:20][CH:21]=3)([C:28]3[CH:33]=[CH:32][CH:31]=[CH:30][CH:29]=3)[C:22]3[CH:23]=[CH:24][CH:25]=[CH:26][CH:27]=3)[C:10]=2[CH:9]=1, predict the reactants needed to synthesize it. The reactants are: C([O:4][CH2:5][C:6]1[C:11]2[C:12]([O:34][CH2:35][CH2:36][OH:37])=[N:13][N:14]([C:15]([C:28]3[CH:33]=[CH:32][CH:31]=[CH:30][CH:29]=3)([C:22]3[CH:27]=[CH:26][CH:25]=[CH:24][CH:23]=3)[C:16]3[CH:21]=[CH:20][CH:19]=[CH:18][CH:17]=3)[C:10]=2[CH:9]=[C:8]([Cl:38])[N:7]=1)(=O)C.C[O-].[Na+]. (5) Given the product [OH:35][C:32]([CH:29]1[CH2:28][CH2:27][N:26]([CH2:25][C:20]2[N:21]([CH3:24])[C:22]3[C:18]([N:19]=2)=[C:17]([N:36]2[CH2:37][CH2:38][O:39][CH2:40][CH2:41]2)[N:16]=[C:15]([N:5]2[C:6]4[C:11](=[CH:10][CH:9]=[CH:8][CH:7]=4)[C:12](=[O:13])[N:4]2[CH:1]([CH3:3])[CH3:2])[N:23]=3)[CH2:31][CH2:30]1)([CH3:34])[CH3:33], predict the reactants needed to synthesize it. The reactants are: [CH:1]([N:4]1[C:12](=[O:13])[C:11]2[C:6](=[CH:7][CH:8]=[CH:9][CH:10]=2)[NH:5]1)([CH3:3])[CH3:2].Cl[C:15]1[N:23]=[C:22]2[C:18]([N:19]=[C:20]([CH2:25][N:26]3[CH2:31][CH2:30][CH:29]([C:32]([OH:35])([CH3:34])[CH3:33])[CH2:28][CH2:27]3)[N:21]2[CH3:24])=[C:17]([N:36]2[CH2:41][CH2:40][O:39][CH2:38][CH2:37]2)[N:16]=1. (6) Given the product [CH3:1][O:2][C:3]1[CH:4]=[C:5]2[C:10](=[CH:11][CH:12]=1)[CH:9]=[C:8]([S:13]([Cl:20])(=[O:16])=[O:14])[CH:7]=[CH:6]2, predict the reactants needed to synthesize it. The reactants are: [CH3:1][O:2][C:3]1[CH:4]=[C:5]2[C:10](=[CH:11][CH:12]=1)[CH:9]=[C:8]([S:13]([O-:16])(=O)=[O:14])[CH:7]=[CH:6]2.[Na+].S(Cl)([Cl:20])=O. (7) Given the product [CH:1]1([N:4]2[C:10](=[O:12])[C@H:9]([CH2:20][C:21]3[O:22][C:23]([CH2:26][C:27]4[S:28][C:29]5[CH:35]=[C:34]([C:36]6[CH:41]=[CH:40][CH:39]=[CH:38][CH:37]=6)[CH:33]=[CH:32][C:30]=5[N:31]=4)=[N:24][N:25]=3)[NH:8][S:5]2(=[O:7])=[O:6])[CH2:3][CH2:2]1, predict the reactants needed to synthesize it. The reactants are: [CH:1]1([NH:4][S:5]([NH:8][C@@H:9]([CH2:20][C:21]2[O:22][C:23]([CH2:26][C:27]3[S:28][C:29]4[CH:35]=[C:34]([C:36]5[CH:41]=[CH:40][CH:39]=[CH:38][CH:37]=5)[CH:33]=[CH:32][C:30]=4[N:31]=3)=[N:24][N:25]=2)[C:10]([O:12]CC2C=CC=CC=2)=O)(=[O:7])=[O:6])[CH2:3][CH2:2]1.C[O-].[Na+].CO.Cl. (8) Given the product [C:1]([O:5][C:6]([N:8]1[CH2:12][C@H:11]([CH2:13][OH:16])[C@@H:10]([OH:17])[CH2:9]1)=[O:7])([CH3:4])([CH3:2])[CH3:3], predict the reactants needed to synthesize it. The reactants are: [C:1]([O:5][C:6]([N:8]1[CH2:12][C@H:11]([C@H:13]([OH:16])CO)[C@@H:10]([OH:17])[CH2:9]1)=[O:7])([CH3:4])([CH3:3])[CH3:2].I([O-])(=O)(=O)=O.[Na+].[BH4-].[Na+]. (9) The reactants are: [C:1]([C:3]1[C:13]2[O:12][CH2:11][CH2:10][N:9]([C:14]([O:16][C:17]([CH3:20])([CH3:19])[CH3:18])=[O:15])[CH:8]([CH2:21][CH2:22][C:23]([O:25][CH3:26])=[O:24])[C:7]=2[CH:6]=[CH:5][CH:4]=1)#[N:2].Cl.[NH2:28][OH:29].C(=O)(O)[O-].[Na+]. Given the product [OH:29][NH:28][C:1](=[NH:2])[C:3]1[C:13]2[O:12][CH2:11][CH2:10][N:9]([C:14]([O:16][C:17]([CH3:20])([CH3:19])[CH3:18])=[O:15])[CH:8]([CH2:21][CH2:22][C:23]([O:25][CH3:26])=[O:24])[C:7]=2[CH:6]=[CH:5][CH:4]=1, predict the reactants needed to synthesize it. (10) Given the product [CH3:27][N:28]1[CH2:29][CH2:30][N:31]([C:34]2[CH:35]=[C:36]3[N:39]=[CH:3][CH:4]=[C:5]([C:7]4[CH:8]=[C:9]([NH:13][C:14](=[O:25])[C:15]5[CH:20]=[CH:19][CH:18]=[C:17]([C:21]([F:24])([F:23])[F:22])[CH:16]=5)[CH:10]=[CH:11][CH:12]=4)[N:37]3[N:38]=2)[CH2:32][CH2:33]1, predict the reactants needed to synthesize it. The reactants are: CN(C)[CH:3]=[CH:4][C:5]([C:7]1[CH:8]=[C:9]([NH:13][C:14](=[O:25])[C:15]2[CH:20]=[CH:19][CH:18]=[C:17]([C:21]([F:24])([F:23])[F:22])[CH:16]=2)[CH:10]=[CH:11][CH:12]=1)=O.[CH3:27][N:28]1[CH2:33][CH2:32][N:31]([C:34]2[CH:35]=[C:36]([NH2:39])[NH:37][N:38]=2)[CH2:30][CH2:29]1.